This data is from Forward reaction prediction with 1.9M reactions from USPTO patents (1976-2016). The task is: Predict the product of the given reaction. (1) Given the reactants [O:1]([C:8]1[N:13]=[CH:12][C:11]([CH:14]=[CH:15][C:16]([OH:18])=O)=[CH:10][CH:9]=1)[C:2]1[CH:7]=[CH:6][CH:5]=[CH:4][CH:3]=1.C([N:22]=C=NC(C)C)(C)C.N1(O)C2C=CC=CC=2N=N1, predict the reaction product. The product is: [O:1]([C:8]1[N:13]=[CH:12][C:11]([CH:14]=[CH:15][C:16]([NH2:22])=[O:18])=[CH:10][CH:9]=1)[C:2]1[CH:7]=[CH:6][CH:5]=[CH:4][CH:3]=1. (2) The product is: [CH:1]1([CH2:7][CH2:8][O:9][C:17]2[CH:18]=[C:19]([CH:22]=[CH:23][N:24]=2)[C:20]#[N:21])[CH2:6][CH2:5][CH2:4][CH2:3][CH2:2]1. Given the reactants [CH:1]1([CH2:7][CH2:8][OH:9])[CH2:6][CH2:5][CH2:4][CH2:3][CH2:2]1.CC(C)([O-])C.[K+].Cl[C:17]1[CH:18]=[C:19]([CH:22]=[CH:23][N:24]=1)[C:20]#[N:21].O, predict the reaction product. (3) Given the reactants [CH2:1]([O:3][CH:4]([O:23][CH2:24][CH3:25])[C:5]1[O:13][C:12]2[C:11](B3OC(C)(C)C(C)(C)O3)=[CH:10][N:9]=[CH:8][C:7]=2[CH:6]=1)[CH3:2].[CH2:26]([O:28][C:29](=[O:37])[C:30]1[CH:35]=[CH:34][CH:33]=[C:32](I)[CH:31]=1)[CH3:27].C(=O)([O-])[O-].[Na+].[Na+], predict the reaction product. The product is: [CH2:24]([O:23][CH:4]([O:3][CH2:1][CH3:2])[C:5]1[O:13][C:12]2[C:11]([C:32]3[CH:31]=[C:30]([CH:35]=[CH:34][CH:33]=3)[C:29]([O:28][CH2:26][CH3:27])=[O:37])=[CH:10][N:9]=[CH:8][C:7]=2[CH:6]=1)[CH3:25].